This data is from Full USPTO retrosynthesis dataset with 1.9M reactions from patents (1976-2016). The task is: Predict the reactants needed to synthesize the given product. (1) Given the product [CH2:1]([S:3]([N:6]1[CH2:11][CH2:10][CH:9]([C:12]2[C:20]3[C:15](=[C:16]([C:38]([NH2:40])=[O:39])[CH:17]=[C:18]([C:21]4[CH:25]=[C:24]([CH2:26][N:27]5[CH2:31][CH2:30][CH2:29][CH:28]5[CH2:32][N:48]5[CH2:41][CH2:47][CH2:51][CH2:50][CH2:49]5)[S:23][CH:22]=4)[CH:19]=3)[NH:14][CH:13]=2)[CH2:8][CH2:7]1)(=[O:5])=[O:4])[CH3:2], predict the reactants needed to synthesize it. The reactants are: [CH2:1]([S:3]([N:6]1[CH2:11][CH2:10][CH:9]([C:12]2[C:20]3[C:15](=[C:16]([C:38]([NH2:40])=[O:39])[CH:17]=[C:18]([C:21]4[CH:25]=[C:24]([CH2:26][N:27]5[CH2:31][CH2:30][CH2:29][CH:28]5[C:32]5C=CC=CC=5)[S:23][CH:22]=4)[CH:19]=3)[NH:14][CH:13]=2)[CH2:8][CH2:7]1)(=[O:5])=[O:4])[CH3:2].[C:41]1([CH:47]2[CH2:51][CH2:50][CH2:49][NH:48]2)C=CC=CC=1. (2) Given the product [CH3:22][C:21]1[CH:20]=[CH:19][N:18]=[CH:17][C:16]=1[N:2]1[CH:3]=[CH:4][C:5]2[NH:6][C:7]3[CH:8]=[CH:9][CH:10]=[CH:11][C:12]=3[C:13]=2[C:1]1=[O:14], predict the reactants needed to synthesize it. The reactants are: [C:1]1(=[O:14])[C:13]2[C:12]3[CH:11]=[CH:10][CH:9]=[CH:8][C:7]=3[NH:6][C:5]=2[CH:4]=[CH:3][NH:2]1.I[C:16]1[CH:17]=[N:18][CH:19]=[CH:20][C:21]=1[CH3:22].OC1C=CC=C2C=1N=CC=C2.C([O-])([O-])=O.[K+].[K+]. (3) Given the product [Cl:12][C:11]1[CH:10]=[CH:9][C:4]([C:5]([O:7][CH3:8])=[O:6])=[C:3]([NH:13][CH2:14][CH2:15][CH2:16][OH:17])[C:2]=1[NH:1][C:28](=[S:29])[NH:27][C:20]1[C:21]([CH3:26])=[CH:22][C:23]([Cl:25])=[CH:24][C:19]=1[Cl:18], predict the reactants needed to synthesize it. The reactants are: [NH2:1][C:2]1[C:3]([NH:13][CH2:14][CH2:15][CH2:16][OH:17])=[C:4]([CH:9]=[CH:10][C:11]=1[Cl:12])[C:5]([O:7][CH3:8])=[O:6].[Cl:18][C:19]1[CH:24]=[C:23]([Cl:25])[CH:22]=[C:21]([CH3:26])[C:20]=1[N:27]=[C:28]=[S:29]. (4) Given the product [N:17]1[CH:16]=[CH:21][C:20]([N:22]([CH3:23])[C:11]([C:7]2[C:8]([CH3:10])=[N:9][C:4]([CH:1]3[CH2:2][CH2:3]3)=[N:5][CH:6]=2)=[O:13])=[CH:19][N:18]=1, predict the reactants needed to synthesize it. The reactants are: [CH:1]1([C:4]2[N:9]=[C:8]([CH3:10])[C:7]([C:11]([OH:13])=O)=[CH:6][N:5]=2)[CH2:3][CH2:2]1.CN[C:16]1[N:17]=[N:18][CH:19]=[CH:20][CH:21]=1.[N:22]1C=CC=C[CH:23]=1.ClCCl.CO. (5) Given the product [Cl:1][C:2]1[C:11]2[C:6](=[C:7]([CH3:12])[CH:8]=[CH:9][CH:10]=2)[C:5]([C:13]([N:20]2[CH2:21][CH2:22][S:17](=[O:23])(=[O:16])[CH2:18][CH2:19]2)=[O:15])=[CH:4][N:3]=1, predict the reactants needed to synthesize it. The reactants are: [Cl:1][C:2]1[C:11]2[C:6](=[C:7]([CH3:12])[CH:8]=[CH:9][CH:10]=2)[C:5]([C:13]([OH:15])=O)=[CH:4][N:3]=1.[O:16]=[S:17]1(=[O:23])[CH2:22][CH2:21][NH:20][CH2:19][CH2:18]1.